This data is from Reaction yield outcomes from USPTO patents with 853,638 reactions. The task is: Predict the reaction yield, written as a fraction of the theoretical maximum amount of product (1.0 means a 100% yield; for example, 0.34 means a 34% yield). (1) The reactants are C(O[NH:9][CH2:10][C@@H:11]([CH2:15][CH2:16][CH2:17][CH2:18][CH3:19])[C:12]([OH:14])=[O:13])C1C=CC=CC=1.[C:20]([O:23][C:24](=O)[CH3:25])(=[O:22])C. The catalyst is C(O)=O.ClCCl. The product is [CH2:24]([O:23][C:20]([NH:9][CH2:10][C@@H:11]([CH2:15][CH2:16][CH2:17][CH2:18][CH3:19])[C:12]([OH:14])=[O:13])=[O:22])[C:25]1[CH:17]=[CH:16][CH:15]=[CH:11][CH:10]=1. The yield is 0.950. (2) The reactants are [H-].[Na+].[O:3]1[CH2:7][CH2:6][CH2:5][CH2:4]1.C1(O)CCC1.[CH2:13]([Sn:17]([CH2:24][CH2:25][CH2:26][CH3:27])([CH2:20][CH2:21][CH2:22][CH3:23])[CH2:18]I)[CH2:14][CH2:15][CH3:16]. The catalyst is O.CCCCCCC.CN(C)C=O. The product is [CH2:24]([Sn:17]([CH2:13][CH2:14][CH2:15][CH3:16])([CH2:20][CH2:21][CH2:22][CH3:23])[CH2:18][O:3][CH:7]1[CH2:6][CH2:5][CH2:4]1)[CH2:25][CH2:26][CH3:27]. The yield is 0.920.